Dataset: NCI-60 drug combinations with 297,098 pairs across 59 cell lines. Task: Regression. Given two drug SMILES strings and cell line genomic features, predict the synergy score measuring deviation from expected non-interaction effect. Synergy scores: CSS=17.1, Synergy_ZIP=-9.37, Synergy_Bliss=-12.5, Synergy_Loewe=-11.4, Synergy_HSA=-9.62. Drug 2: B(C(CC(C)C)NC(=O)C(CC1=CC=CC=C1)NC(=O)C2=NC=CN=C2)(O)O. Drug 1: COC1=CC(=CC(=C1O)OC)C2C3C(COC3=O)C(C4=CC5=C(C=C24)OCO5)OC6C(C(C7C(O6)COC(O7)C8=CC=CS8)O)O. Cell line: SW-620.